Dataset: Peptide-MHC class I binding affinity with 185,985 pairs from IEDB/IMGT. Task: Regression. Given a peptide amino acid sequence and an MHC pseudo amino acid sequence, predict their binding affinity value. This is MHC class I binding data. The MHC is HLA-A02:01 with pseudo-sequence HLA-A02:01. The binding affinity (normalized) is 0.0847. The peptide sequence is AYKKQFSQY.